Dataset: NCI-60 drug combinations with 297,098 pairs across 59 cell lines. Task: Regression. Given two drug SMILES strings and cell line genomic features, predict the synergy score measuring deviation from expected non-interaction effect. (1) Drug 1: CC1=C2C(C(=O)C3(C(CC4C(C3C(C(C2(C)C)(CC1OC(=O)C(C(C5=CC=CC=C5)NC(=O)OC(C)(C)C)O)O)OC(=O)C6=CC=CC=C6)(CO4)OC(=O)C)OC)C)OC. Drug 2: C(=O)(N)NO. Cell line: HCT116. Synergy scores: CSS=22.2, Synergy_ZIP=-11.9, Synergy_Bliss=-21.5, Synergy_Loewe=-29.7, Synergy_HSA=-19.7. (2) Drug 1: CC1CCC2CC(C(=CC=CC=CC(CC(C(=O)C(C(C(=CC(C(=O)CC(OC(=O)C3CCCCN3C(=O)C(=O)C1(O2)O)C(C)CC4CCC(C(C4)OC)O)C)C)O)OC)C)C)C)OC. Drug 2: CNC(=O)C1=NC=CC(=C1)OC2=CC=C(C=C2)NC(=O)NC3=CC(=C(C=C3)Cl)C(F)(F)F. Cell line: NCIH23. Synergy scores: CSS=5.97, Synergy_ZIP=-1.08, Synergy_Bliss=0.233, Synergy_Loewe=-27.5, Synergy_HSA=-1.34. (3) Drug 1: CNC(=O)C1=CC=CC=C1SC2=CC3=C(C=C2)C(=NN3)C=CC4=CC=CC=N4. Drug 2: CCC1(CC2CC(C3=C(CCN(C2)C1)C4=CC=CC=C4N3)(C5=C(C=C6C(=C5)C78CCN9C7C(C=CC9)(C(C(C8N6C)(C(=O)OC)O)OC(=O)C)CC)OC)C(=O)OC)O.OS(=O)(=O)O. Cell line: A498. Synergy scores: CSS=38.9, Synergy_ZIP=0.890, Synergy_Bliss=7.24, Synergy_Loewe=-25.9, Synergy_HSA=8.75. (4) Synergy scores: CSS=-5.68, Synergy_ZIP=-1.05, Synergy_Bliss=-6.04, Synergy_Loewe=-4.41, Synergy_HSA=-7.26. Drug 2: CC12CCC3C(C1CCC2OP(=O)(O)O)CCC4=C3C=CC(=C4)OC(=O)N(CCCl)CCCl.[Na+]. Drug 1: CC12CCC3C(C1CCC2O)C(CC4=C3C=CC(=C4)O)CCCCCCCCCS(=O)CCCC(C(F)(F)F)(F)F. Cell line: CAKI-1. (5) Drug 1: CC=C1C(=O)NC(C(=O)OC2CC(=O)NC(C(=O)NC(CSSCCC=C2)C(=O)N1)C(C)C)C(C)C. Drug 2: CNC(=O)C1=NC=CC(=C1)OC2=CC=C(C=C2)NC(=O)NC3=CC(=C(C=C3)Cl)C(F)(F)F. Cell line: NCI/ADR-RES. Synergy scores: CSS=7.39, Synergy_ZIP=-0.995, Synergy_Bliss=2.04, Synergy_Loewe=4.85, Synergy_HSA=1.97. (6) Drug 1: C1CC(C1)(C(=O)O)C(=O)O.[NH2-].[NH2-].[Pt+2]. Drug 2: CC=C1C(=O)NC(C(=O)OC2CC(=O)NC(C(=O)NC(CSSCCC=C2)C(=O)N1)C(C)C)C(C)C. Cell line: SK-MEL-5. Synergy scores: CSS=66.7, Synergy_ZIP=-2.78, Synergy_Bliss=1.53, Synergy_Loewe=-21.3, Synergy_HSA=-0.246. (7) Drug 1: C1CCC(C1)C(CC#N)N2C=C(C=N2)C3=C4C=CNC4=NC=N3. Drug 2: CC12CCC(CC1=CCC3C2CCC4(C3CC=C4C5=CN=CC=C5)C)O. Cell line: NCI-H522. Synergy scores: CSS=12.7, Synergy_ZIP=-1.54, Synergy_Bliss=4.87, Synergy_Loewe=2.97, Synergy_HSA=4.40. (8) Drug 1: C1CCC(CC1)NC(=O)N(CCCl)N=O. Drug 2: C1=CC(=CC=C1C#N)C(C2=CC=C(C=C2)C#N)N3C=NC=N3. Cell line: NCIH23. Synergy scores: CSS=12.3, Synergy_ZIP=-2.71, Synergy_Bliss=0.383, Synergy_Loewe=-2.54, Synergy_HSA=0.889. (9) Drug 1: CS(=O)(=O)C1=CC(=C(C=C1)C(=O)NC2=CC(=C(C=C2)Cl)C3=CC=CC=N3)Cl. Drug 2: C1CN1P(=S)(N2CC2)N3CC3. Cell line: MDA-MB-231. Synergy scores: CSS=20.1, Synergy_ZIP=-4.25, Synergy_Bliss=-1.37, Synergy_Loewe=-2.34, Synergy_HSA=0.0429.